This data is from Catalyst prediction with 721,799 reactions and 888 catalyst types from USPTO. The task is: Predict which catalyst facilitates the given reaction. Reactant: [NH2:1][C:2](=O)[C@@H:3]([NH:27][C:28]([C:30]1([NH:36][C:37](=[O:43])[O:38][C:39]([CH3:42])([CH3:41])[CH3:40])[CH2:35][CH2:34][O:33][CH2:32][CH2:31]1)=[O:29])[CH2:4][C:5]1[CH:10]=[CH:9][C:8]([C:11]2[CH:16]=[CH:15][C:14]([S:17]([N:20]3[CH2:25][CH2:24][N:23]([CH3:26])[CH2:22][CH2:21]3)(=[O:19])=[O:18])=[CH:13][CH:12]=2)=[CH:7][CH:6]=1.CC[N+](S(N=C(OC)[O-])(=O)=O)(CC)CC. Product: [C:2]([C@@H:3]([NH:27][C:28]([C:30]1([NH:36][C:37](=[O:43])[O:38][C:39]([CH3:41])([CH3:40])[CH3:42])[CH2:35][CH2:34][O:33][CH2:32][CH2:31]1)=[O:29])[CH2:4][C:5]1[CH:6]=[CH:7][C:8]([C:11]2[CH:12]=[CH:13][C:14]([S:17]([N:20]3[CH2:25][CH2:24][N:23]([CH3:26])[CH2:22][CH2:21]3)(=[O:19])=[O:18])=[CH:15][CH:16]=2)=[CH:9][CH:10]=1)#[N:1]. The catalyst class is: 4.